This data is from NCI-60 drug combinations with 297,098 pairs across 59 cell lines. The task is: Regression. Given two drug SMILES strings and cell line genomic features, predict the synergy score measuring deviation from expected non-interaction effect. (1) Drug 1: C1=CN(C(=O)N=C1N)C2C(C(C(O2)CO)O)O.Cl. Drug 2: CC12CCC3C(C1CCC2OP(=O)(O)O)CCC4=C3C=CC(=C4)OC(=O)N(CCCl)CCCl.[Na+]. Cell line: SNB-19. Synergy scores: CSS=32.0, Synergy_ZIP=-1.26, Synergy_Bliss=0.308, Synergy_Loewe=-14.2, Synergy_HSA=1.03. (2) Drug 1: C1=C(C(=O)NC(=O)N1)N(CCCl)CCCl. Drug 2: CCCS(=O)(=O)NC1=C(C(=C(C=C1)F)C(=O)C2=CNC3=C2C=C(C=N3)C4=CC=C(C=C4)Cl)F. Cell line: SK-OV-3. Synergy scores: CSS=10.9, Synergy_ZIP=-4.74, Synergy_Bliss=-2.17, Synergy_Loewe=-2.77, Synergy_HSA=-2.75. (3) Drug 1: CN(C)C1=NC(=NC(=N1)N(C)C)N(C)C. Drug 2: C(CN)CNCCSP(=O)(O)O. Cell line: NCI-H226. Synergy scores: CSS=-2.39, Synergy_ZIP=3.22, Synergy_Bliss=7.95, Synergy_Loewe=-0.770, Synergy_HSA=-0.773. (4) Drug 1: COC1=NC(=NC2=C1N=CN2C3C(C(C(O3)CO)O)O)N. Drug 2: C1C(C(OC1N2C=NC(=NC2=O)N)CO)O. Cell line: RXF 393. Synergy scores: CSS=-7.67, Synergy_ZIP=6.55, Synergy_Bliss=0.652, Synergy_Loewe=-11.0, Synergy_HSA=-8.52. (5) Drug 1: CCCS(=O)(=O)NC1=C(C(=C(C=C1)F)C(=O)C2=CNC3=C2C=C(C=N3)C4=CC=C(C=C4)Cl)F. Drug 2: C1=NC2=C(N=C(N=C2N1C3C(C(C(O3)CO)O)O)F)N. Cell line: A498. Synergy scores: CSS=6.78, Synergy_ZIP=0.409, Synergy_Bliss=2.26, Synergy_Loewe=0.607, Synergy_HSA=0.754. (6) Drug 1: CCC1=CC2CC(C3=C(CN(C2)C1)C4=CC=CC=C4N3)(C5=C(C=C6C(=C5)C78CCN9C7C(C=CC9)(C(C(C8N6C)(C(=O)OC)O)OC(=O)C)CC)OC)C(=O)OC.C(C(C(=O)O)O)(C(=O)O)O. Drug 2: C1CC(=O)NC(=O)C1N2C(=O)C3=CC=CC=C3C2=O. Cell line: HT29. Synergy scores: CSS=56.7, Synergy_ZIP=0.489, Synergy_Bliss=1.67, Synergy_Loewe=-43.2, Synergy_HSA=2.01. (7) Drug 1: CN1CCC(CC1)COC2=C(C=C3C(=C2)N=CN=C3NC4=C(C=C(C=C4)Br)F)OC. Drug 2: CC12CCC(CC1=CCC3C2CCC4(C3CC=C4C5=CN=CC=C5)C)O. Cell line: UACC-257. Synergy scores: CSS=16.0, Synergy_ZIP=0.468, Synergy_Bliss=7.13, Synergy_Loewe=6.50, Synergy_HSA=6.57.